Dataset: Catalyst prediction with 721,799 reactions and 888 catalyst types from USPTO. Task: Predict which catalyst facilitates the given reaction. (1) Reactant: C[O:2][C:3]([C:5]1[CH:10]=[N:9][C:8]([O:11][C:12]2[CH:26]=[CH:25][C:15]3[CH2:16][CH2:17][N:18]([CH:21]4[CH2:24][CH2:23][CH2:22]4)[CH2:19][CH2:20][C:14]=3[CH:13]=2)=[CH:7][N:6]=1)=[O:4]. Product: [CH:21]1([N:18]2[CH2:19][CH2:20][C:14]3[CH:13]=[C:12]([O:11][C:8]4[N:9]=[CH:10][C:5]([C:3]([OH:4])=[O:2])=[N:6][CH:7]=4)[CH:26]=[CH:25][C:15]=3[CH2:16][CH2:17]2)[CH2:22][CH2:23][CH2:24]1. The catalyst class is: 494. (2) Reactant: C(NC(C)C)(C)C.C([Li])CCC.CCCCCC.[N:19]1[C:29]2[C:24](=[CH:25][CH:26]=[CH:27][CH:28]=2)[C:22]([CH3:23])=[CH:21][CH:20]=1.[N:30]1[CH:35]=[CH:34][CH:33]=[CH:32][C:31]=1[C:36](OCC)=[O:37]. Product: [N:30]1[CH:35]=[CH:34][CH:33]=[CH:32][C:31]=1[C:36](=[O:37])[CH2:23][C:22]1[C:24]2[C:29](=[CH:28][CH:27]=[CH:26][CH:25]=2)[N:19]=[CH:20][CH:21]=1. The catalyst class is: 1. (3) Reactant: [NH2:1][C:2]1[N:7]=[CH:6][C:5]([CH:8]([OH:30])[C:9]([N:12]2[CH2:29][CH2:28][C:15]3([C:19](=[O:20])[N:18]([C:21]4[CH2:22][O:23][C:24](=[O:27])[C:25]=4[CH3:26])[CH2:17][CH2:16]3)[CH2:14][CH2:13]2)([CH3:11])[CH3:10])=[CH:4][CH:3]=1.FC(F)(F)C(O[Si](C)(C)C)=O.[CH:42](OCC)(OCC)OCC.[N:52]([Si](C)(C)C)=[N+:53]=[N-:54]. Product: [N:1]1([C:2]2[N:7]=[CH:6][C:5]([CH:8]([OH:30])[C:9]([N:12]3[CH2:29][CH2:28][C:15]4([C:19](=[O:20])[N:18]([C:21]5[CH2:22][O:23][C:24](=[O:27])[C:25]=5[CH3:26])[CH2:17][CH2:16]4)[CH2:14][CH2:13]3)([CH3:10])[CH3:11])=[CH:4][CH:3]=2)[CH:42]=[N:52][N:53]=[N:54]1. The catalyst class is: 13. (4) Reactant: [C:1]1([C:7]2[N:8]=[C:9]3[CH2:14][CH2:13][CH2:12][N:10]3[CH:11]=2)[CH:6]=[CH:5][CH:4]=[CH:3][CH:2]=1.[Br:15]Br.C([O-])(O)=O.[Na+]. Product: [Br:15][C:11]1[N:10]2[CH2:12][CH2:13][CH2:14][C:9]2=[N:8][C:7]=1[C:1]1[CH:2]=[CH:3][CH:4]=[CH:5][CH:6]=1. The catalyst class is: 2. (5) Reactant: [Cl:1][C:2]1[N:11]=[CH:10][C:9]2[NH:8][C:7](=[O:12])[C@H:6]([CH2:13][CH3:14])[N:5]([CH:15]3[CH2:19][CH2:18][CH2:17][CH2:16]3)[C:4]=2[N:3]=1.[C:20]1(C)C=CC(S(OC)(=O)=O)=CC=1.C(=O)([O-])[O-].[K+].[K+].O. Product: [Cl:1][C:2]1[N:11]=[CH:10][C:9]2[N:8]([CH3:20])[C:7](=[O:12])[C@H:6]([CH2:13][CH3:14])[N:5]([CH:15]3[CH2:19][CH2:18][CH2:17][CH2:16]3)[C:4]=2[N:3]=1. The catalyst class is: 21. (6) Reactant: [NH2:1][C:2]1[CH:7]=[CH:6][C:5]([CH3:8])=[CH:4][N:3]=1.[Al](Cl)(C)C.[CH:13]1([CH2:18][C@H:19]([N:24]2[CH:29]=[CH:28][CH:27]=[C:26]([C:30]([F:33])([F:32])[F:31])[C:25]2=[O:34])[C:20](OC)=[O:21])[CH2:17][CH2:16][CH2:15][CH2:14]1.C1(C[C@H](N2C=CC(C(F)(F)F)=CC2=O)C(OC)=O)CCCC1.FC(F)(F)C1C(=O)NC=CC=1. Product: [CH:13]1([CH2:18][C@H:19]([N:24]2[CH:29]=[CH:28][CH:27]=[C:26]([C:30]([F:31])([F:32])[F:33])[C:25]2=[O:34])[C:20]([NH:1][C:2]2[CH:7]=[CH:6][C:5]([CH3:8])=[CH:4][N:3]=2)=[O:21])[CH2:17][CH2:16][CH2:15][CH2:14]1. The catalyst class is: 26. (7) Product: [Br:28][C:18]1[CH:19]=[C:14]([C:13]2[N:9]([C:3]3[CH:4]=[CH:5][CH:6]=[C:7]([F:8])[C:2]=3[F:1])[N:10]=[N:11][N:12]=2)[C:15]([NH2:20])=[N:16][CH:17]=1. The catalyst class is: 23. Reactant: [F:1][C:2]1[C:7]([F:8])=[CH:6][CH:5]=[CH:4][C:3]=1[N:9]1[C:13]([C:14]2[C:15]([NH2:20])=[N:16][CH:17]=[CH:18][CH:19]=2)=[N:12][N:11]=[N:10]1.C1C(=O)N([Br:28])C(=O)C1.C([O-])(O)=O.[Na+].[O-]S([O-])(=S)=O.[Na+].[Na+].[OH-].[Na+].